Binary Classification. Given a miRNA mature sequence and a target amino acid sequence, predict their likelihood of interaction. From a dataset of Experimentally validated miRNA-target interactions with 360,000+ pairs, plus equal number of negative samples. (1) The miRNA is hsa-miR-3915 with sequence UUGAGGAAAAGAUGGUCUUAUU. The protein sequence of the target gene is MGAGSARGARGTAAAAAARGGGFLFSWILVSFACHLASTQGAPEDVDILQRLGLSWTKAGSPAPPGVIPFQSGFIFTQRARLQAPTGTVIPAALGTELALVLSLCSHRVNHAFLFAVRSQKRKLQLGLQFLPGKTVVHLGSRRSVAFDLDMHDGRWHHLALELRGRTVTLVTACGQRRVPVLLPFHRDPALDPGGSFLFGKMNPHAVQFEGALCQFSIYPVTQVAHNYCTHLRKQCGQADTYQSPLGPLFSQDSGRPFTFQSDLALLGLENLTTATPALGSLPAGRGPRGTVAPATPTKP.... Result: 0 (no interaction). (2) Result: 0 (no interaction). The protein sequence of the target gene is MVGGGGVGGGLLENANPLIYQRSGERPVTAGEEDEQVPDSIDAREIFDLIRSINDPEHPLTLEELNVVEQVRVQVSDPESTVAVAFTPTIPHCSMATLIGLSIKVKLLRSLPQRFKMDVHITPGTHASEHAVNKQLADKERVAAALENTHLLEVVNQCLSARS. The miRNA is mmu-miR-7036a-3p with sequence CCGUCCUCAUCCGCUCCUCCCAG.